Dataset: Catalyst prediction with 721,799 reactions and 888 catalyst types from USPTO. Task: Predict which catalyst facilitates the given reaction. (1) Reactant: FC(F)(F)C(O)=O.[CH3:8][CH:9]([O:13][C:14]1[N:22]=[C:21]2[C:17]([N:18]=[C:19]([O:23][CH3:24])[NH:20]2)=[C:16]([NH2:25])[N:15]=1)[CH2:10][O:11][CH3:12].C(=O)([O-])[O-].[K+].[K+].CS(O[CH2:37][CH:38]1[CH2:43][CH2:42][CH2:41][O:40][CH2:39]1)(=O)=O. Product: [CH3:8][CH:9]([O:13][C:14]1[N:22]=[C:21]2[C:17]([N:18]=[C:19]([O:23][CH3:24])[N:20]2[CH2:37][CH:38]2[CH2:43][CH2:42][CH2:41][O:40][CH2:39]2)=[C:16]([NH2:25])[N:15]=1)[CH2:10][O:11][CH3:12]. The catalyst class is: 42. (2) Reactant: [C:1]([O:5][C:6]([N:8]1[CH2:12][C@H:11]2[N:13](C(OCC3C=CC=CC=3)=O)[CH2:14][C@H:15]([OH:16])[C@H:10]2[N:9]1[C:27](=[O:50])[C@@H:28]([NH:33][C:34](=[O:49])[C:35]1[CH:40]=[CH:39][C:38]([NH:41][C:42]([O:44][C:45]([CH3:48])([CH3:47])[CH3:46])=[O:43])=[CH:37][CH:36]=1)[CH2:29][CH:30]([CH3:32])[CH3:31])=[O:7])([CH3:4])([CH3:3])[CH3:2].[H][H]. Product: [C:1]([O:5][C:6]([N:8]1[CH2:12][C@H:11]2[NH:13][CH2:14][C@H:15]([OH:16])[C@H:10]2[N:9]1[C:27](=[O:50])[C@@H:28]([NH:33][C:34](=[O:49])[C:35]1[CH:36]=[CH:37][C:38]([NH:41][C:42]([O:44][C:45]([CH3:48])([CH3:47])[CH3:46])=[O:43])=[CH:39][CH:40]=1)[CH2:29][CH:30]([CH3:32])[CH3:31])=[O:7])([CH3:2])([CH3:3])[CH3:4]. The catalyst class is: 45. (3) The catalyst class is: 7. Reactant: [OH:1][CH2:2][C:3]1([CH2:7][OH:8])[CH2:6][CH2:5][CH2:4]1.CN(C)C=O.[H-].[Na+].[Cl:16][C:17]1[N:22]=[C:21](Cl)[CH:20]=[CH:19][N:18]=1. Product: [Cl:16][C:17]1[N:22]=[C:21]([O:1][CH2:2][C:3]2([CH2:7][OH:8])[CH2:6][CH2:5][CH2:4]2)[CH:20]=[CH:19][N:18]=1. (4) Reactant: ClC1[CH:3]=[CH:4][C:5]2[N:11]3[C:12]([CH3:16])=[C:13]([CH3:15])[N:14]=[C:10]3[C@@H:9]([CH2:17][CH2:18]O)[O:8][C@H:7]([C:20]3[CH:25]=[CH:24][CH:23]=[C:22]([O:26][CH3:27])[C:21]=3[O:28][CH3:29])[C:6]=2[CH:30]=1.[CH2:31]([N:33](CC)CC)C.[Cl:38][CH2:39]S([O-])(=O)=O.C(=O)([O-])O.[Na+]. Product: [Cl:38][C:39]1[CH:3]=[CH:4][C:5]2[N:11]3[C:12]([CH3:16])=[C:13]([CH3:15])[N:14]=[C:10]3[C@@H:9]([CH2:17][CH2:18][C:31]#[N:33])[O:8][C@H:7]([C:20]3[CH:25]=[CH:24][CH:23]=[C:22]([O:26][CH3:27])[C:21]=3[O:28][CH3:29])[C:6]=2[CH:30]=1. The catalyst class is: 4. (5) Reactant: [O:1]1[C:5]2[C:6]([C:10]([CH3:19])([CH3:18])[CH2:11][C:12](=[O:17])[C:13]([F:16])([F:15])[F:14])=[CH:7][CH:8]=[CH:9][C:4]=2[CH2:3][CH2:2]1.[Cl:20]Cl. Product: [Cl:20][C:8]1[CH:7]=[C:6]([C:10]([CH3:19])([CH3:18])[CH2:11][C:12](=[O:17])[C:13]([F:15])([F:16])[F:14])[C:5]2[O:1][CH2:2][CH2:3][C:4]=2[CH:9]=1. The catalyst class is: 15. (6) Reactant: [OH:1][CH2:2][C:3]([C:5]1([CH3:26])[C:21]2([CH3:22])[CH:8]([CH:9]3[C:18](=[CH:19][CH2:20]2)[C:17]2([CH3:23])[C:12](=[CH:13][C:14](=[O:24])[CH2:15][CH2:16]2)[CH2:11][CH2:10]3)[CH2:7][CH:6]1[CH3:25])=[O:4].C(OCC(=O)[C@]1(C)[C@]2(C)C(C3C(=CC2)[C@]2(C)C(=CC(=O)CC2)CC3)C[C@H]1C)(=O)C.C[O-].[Na+]. Product: [OH:1][CH2:2][C:3]([C@:5]1([CH3:26])[C@:21]2([CH3:22])[CH:8]([CH:9]3[C:18](=[CH:19][CH2:20]2)[C@:17]2([CH3:23])[C:12](=[CH:13][C:14](=[O:24])[CH2:15][CH2:16]2)[CH2:11][CH2:10]3)[CH2:7][C@H:6]1[CH3:25])=[O:4]. The catalyst class is: 5. (7) Reactant: [CH3:1][O:2][CH2:3][CH2:4][OH:5].[H-].[Na+].Br[C:9]1[CH:10]=[N:11][CH:12]=[C:13]([Br:15])[CH:14]=1. Product: [Br:15][C:13]1[CH:12]=[N:11][CH:10]=[C:9]([O:5][CH2:4][CH2:3][O:2][CH3:1])[CH:14]=1. The catalyst class is: 3.